Dataset: Retrosynthesis with 50K atom-mapped reactions and 10 reaction types from USPTO. Task: Predict the reactants needed to synthesize the given product. (1) Given the product CN(C)c1ccc(CNC2CCN(C(=O)OC(C)(C)C)CC2)cc1[N+](=O)[O-], predict the reactants needed to synthesize it. The reactants are: CC(C)(C)OC(=O)N1CCC(N)CC1.CN(C)c1ccc(C=O)cc1[N+](=O)[O-]. (2) Given the product Cc1cc(-n2cnc(CNC(=O)c3ccc(Cl)s3)c2)ccc1NC(=O)CCCCCl, predict the reactants needed to synthesize it. The reactants are: Cc1cc(-n2cnc(CNC(=O)c3ccc(Cl)s3)c2)ccc1N.O=C(O)CCCCCl.